Dataset: Forward reaction prediction with 1.9M reactions from USPTO patents (1976-2016). Task: Predict the product of the given reaction. (1) Given the reactants [Cl:1][C:2]1[N:7]=[C:6]([C:8]2[S:12][C:11]([CH:13]3[CH2:18][CH2:17][O:16][CH2:15][CH2:14]3)=[N:10][C:9]=2[C:19]2[C:20]([F:35])=[C:21]([NH:25][S:26]([C:29]3[CH:30]=[N:31][N:32]([CH3:34])[CH:33]=3)(=[O:28])=[O:27])[CH:22]=[CH:23][CH:24]=2)[CH:5]=[CH:4][N:3]=1.[OH-].[NH4+:37], predict the reaction product. The product is: [ClH:1].[NH2:37][C:2]1[N:7]=[C:6]([C:8]2[S:12][C:11]([CH:13]3[CH2:18][CH2:17][O:16][CH2:15][CH2:14]3)=[N:10][C:9]=2[C:19]2[C:20]([F:35])=[C:21]([NH:25][S:26]([C:29]3[CH:30]=[N:31][N:32]([CH3:34])[CH:33]=3)(=[O:28])=[O:27])[CH:22]=[CH:23][CH:24]=2)[CH:5]=[CH:4][N:3]=1. (2) Given the reactants [C:1]([O:4][C@@H:5]1[C@@H:18]([O:19][C:20](=[O:22])[CH3:21])[C@H:17]([O:23][C:24](=[O:26])[CH3:25])[CH2:16][S:15][C@H:6]1[O:7][C:8]1[CH:9]=[N:10][CH:11]=[C:12](Br)[CH:13]=1)(=[O:3])[CH3:2].[F:27][C:28]1[CH:33]=[CH:32][C:31](B(O)O)=[CH:30][C:29]=1[CH3:37], predict the reaction product. The product is: [C:1]([O:4][C@@H:5]1[C@@H:18]([O:19][C:20](=[O:22])[CH3:21])[C@H:17]([O:23][C:24](=[O:26])[CH3:25])[CH2:16][S:15][C@H:6]1[O:7][C:8]1[CH:9]=[N:10][CH:11]=[C:12]([C:31]2[CH:32]=[CH:33][C:28]([F:27])=[C:29]([CH3:37])[CH:30]=2)[CH:13]=1)(=[O:3])[CH3:2]. (3) The product is: [CH2:25]([O:24][C:22](=[O:23])[NH:21][C:18]1[CH:19]=[CH:20][C:15]([CH2:14][N:11]2[CH2:10][CH2:9][CH:8]([NH:7][C:6](=[O:5])[CH:34]=[CH2:35])[CH2:13][CH2:12]2)=[CH:16][CH:17]=1)[C:26]1[CH:31]=[CH:30][CH:29]=[CH:28][CH:27]=1. Given the reactants C([O:5][C:6](=O)[NH:7][CH:8]1[CH2:13][CH2:12][N:11]([CH2:14][C:15]2[CH:20]=[CH:19][C:18]([NH:21][C:22]([O:24][CH2:25][C:26]3[CH:31]=[CH:30][CH:29]=[CH:28][CH:27]=3)=[O:23])=[CH:17][CH:16]=2)[CH2:10][CH2:9]1)(C)(C)C.Cl.[CH:34](N(C(C)C)CC)(C)[CH3:35].C(Cl)(=O)C=C, predict the reaction product. (4) Given the reactants [Si:1]([O:8][CH2:9][C:10]([CH3:14])([CH3:13])[CH2:11][OH:12])([C:4]([CH3:7])([CH3:6])[CH3:5])([CH3:3])[CH3:2].C(N(CC)CC)C.C(Cl)Cl, predict the reaction product. The product is: [Si:1]([O:8][CH2:9][C:10]([CH3:14])([CH3:13])[CH:11]=[O:12])([C:4]([CH3:7])([CH3:6])[CH3:5])([CH3:3])[CH3:2]. (5) Given the reactants [N:1]1([CH2:7][C:8]2[CH:13]=[CH:12][C:11]([S:14]([NH2:17])(=[O:16])=[O:15])=[CH:10][CH:9]=2)[CH2:6][CH2:5][O:4][CH2:3][CH2:2]1.[H-].[Na+].Cl[C:21]1[N:26]=[C:25]([N:27]2[CH2:32][CH2:31][O:30][CH2:29][CH2:28]2)[N:24]=[C:23]([N:33]2[C:37]3[CH:38]=[CH:39][CH:40]=[CH:41][C:36]=3[N:35]=[C:34]2[CH:42]([F:44])[F:43])[CH:22]=1.[Cl-].[Na+].S([O-])(O)(=O)=O.[K+], predict the reaction product. The product is: [F:44][CH:42]([F:43])[C:34]1[N:33]([C:23]2[N:24]=[C:25]([N:27]3[CH2:32][CH2:31][O:30][CH2:29][CH2:28]3)[N:26]=[C:21]([NH:17][S:14]([C:11]3[CH:10]=[CH:9][C:8]([CH2:7][N:1]4[CH2:6][CH2:5][O:4][CH2:3][CH2:2]4)=[CH:13][CH:12]=3)(=[O:15])=[O:16])[CH:22]=2)[C:37]2[CH:38]=[CH:39][CH:40]=[CH:41][C:36]=2[N:35]=1. (6) Given the reactants [NH2:1][C:2]1[C:7]2[C:8]([C:11]3[CH:16]=[CH:15][C:14]([NH:17][C:18]([NH:20][C:21]4[CH:26]=[CH:25][CH:24]=[C:23]([CH3:27])[CH:22]=4)=[O:19])=[CH:13][CH:12]=3)=[CH:9][S:10][C:6]=2[C:5](I)=[CH:4][N:3]=1.[CH2:29]([OH:33])[CH2:30][C:31]#[CH:32], predict the reaction product. The product is: [NH2:1][C:2]1[C:7]2[C:8]([C:11]3[CH:16]=[CH:15][C:14]([NH:17][C:18]([NH:20][C:21]4[CH:26]=[CH:25][CH:24]=[C:23]([CH3:27])[CH:22]=4)=[O:19])=[CH:13][CH:12]=3)=[CH:9][S:10][C:6]=2[C:5]([C:32]#[C:31][CH2:30][CH2:29][OH:33])=[CH:4][N:3]=1.